The task is: Predict the product of the given reaction.. This data is from Forward reaction prediction with 1.9M reactions from USPTO patents (1976-2016). (1) The product is: [F:31][C:29]1[CH:28]=[CH:27][CH:26]=[C:25]2[C:30]=1[CH:22]([CH2:21][CH2:20][C:14]1([F:12])[CH2:19][CH2:18][CH2:17][CH2:16][CH2:15]1)[N:23]1[CH:34]=[N:33][CH:32]=[C:24]12. Given the reactants [B-](F)(F)(F)F.CCN([S+](F)[F:12])CC.[CH:14]1([CH:20](O)[CH2:21][CH:22]2[C:30]3[C:25](=[CH:26][CH:27]=[CH:28][C:29]=3[F:31])[C:24]3=[CH:32][N:33]=[CH:34][N:23]23)[CH2:19][CH2:18][CH2:17][CH2:16][CH2:15]1, predict the reaction product. (2) Given the reactants C(N(CC)C(C)C)(C)C.[CH3:10][NH:11][CH2:12][CH:13]([C:15]1[CH:16]=[N:17][CH:18]=[CH:19][CH:20]=1)[OH:14].[Cl:21][C:22]1[CH:44]=[CH:43][C:25]([CH2:26][NH:27][C:28]([C:30]2[C:31](=[O:42])[C:32]3[CH:39]=[C:38]([CH2:40]Cl)[O:37][C:33]=3[N:34]([CH3:36])[CH:35]=2)=[O:29])=[CH:24][CH:23]=1.O, predict the reaction product. The product is: [Cl:21][C:22]1[CH:44]=[CH:43][C:25]([CH2:26][NH:27][C:28]([C:30]2[C:31](=[O:42])[C:32]3[CH:39]=[C:38]([CH2:40][N:11]([CH2:12][CH:13]([OH:14])[C:15]4[CH:16]=[N:17][CH:18]=[CH:19][CH:20]=4)[CH3:10])[O:37][C:33]=3[N:34]([CH3:36])[CH:35]=2)=[O:29])=[CH:24][CH:23]=1. (3) Given the reactants [CH3:1][N:2]1[CH:6]=[C:5](B2OC(C)(C)C(C)(C)O2)[CH:4]=[N:3]1.[C:16]([O:19][C@@H:20]1[C@@H:34]([O:35][C:36](=[O:38])[CH3:37])[C@H:33]([O:39][C:40](=[O:42])[CH3:41])[CH2:32][S:31][C@H:21]1[O:22][C:23]1[CH:28]=[C:27](Br)[CH:26]=[CH:25][C:24]=1[Cl:30])(=[O:18])[CH3:17], predict the reaction product. The product is: [C:16]([O:19][C@@H:20]1[C@@H:34]([O:35][C:36](=[O:38])[CH3:37])[C@H:33]([O:39][C:40](=[O:42])[CH3:41])[CH2:32][S:31][C@H:21]1[O:22][C:23]1[CH:28]=[C:27]([C:5]2[CH:4]=[N:3][N:2]([CH3:1])[CH:6]=2)[CH:26]=[CH:25][C:24]=1[Cl:30])(=[O:18])[CH3:17].